This data is from Forward reaction prediction with 1.9M reactions from USPTO patents (1976-2016). The task is: Predict the product of the given reaction. Given the reactants [F:1][C:2]1[CH:3]=[C:4]2[CH:10]=[C:9]([C:11]3[C:19]4[C:14](=[CH:15][C:16]([O:22][CH3:23])=[C:17]([O:20][CH3:21])[CH:18]=4)[N:13]([CH2:24][CH2:25]Cl)[CH:12]=3)[N:8]([S:27]([C:30]3[CH:35]=[CH:34][C:33]([CH3:36])=[CH:32][CH:31]=3)(=[O:29])=[O:28])[C:5]2=[N:6][CH:7]=1.[I-:37].[Na+], predict the reaction product. The product is: [F:1][C:2]1[CH:3]=[C:4]2[CH:10]=[C:9]([C:11]3[C:19]4[C:14](=[CH:15][C:16]([O:22][CH3:23])=[C:17]([O:20][CH3:21])[CH:18]=4)[N:13]([CH2:24][CH2:25][I:37])[CH:12]=3)[N:8]([S:27]([C:30]3[CH:35]=[CH:34][C:33]([CH3:36])=[CH:32][CH:31]=3)(=[O:29])=[O:28])[C:5]2=[N:6][CH:7]=1.